From a dataset of Catalyst prediction with 721,799 reactions and 888 catalyst types from USPTO. Predict which catalyst facilitates the given reaction. (1) Reactant: [CH:1]1([S:4](Cl)(=[O:6])=[O:5])[CH2:3][CH2:2]1.[NH2:8][C:9]1[C:14]([NH:15][C:16]2[CH:21]=[CH:20][C:19]([Br:22])=[CH:18][C:17]=2[F:23])=[C:13]([CH3:24])[C:12](=[O:25])[N:11]2[CH2:26][CH2:27][N:28]([CH2:29][C:30]3[CH:35]=[CH:34][CH:33]=[CH:32][CH:31]=3)[C:10]=12.C(OC(=O)C)C. Product: [CH2:29]([N:28]1[C:10]2=[C:9]([NH:8][S:4]([CH:1]3[CH2:3][CH2:2]3)(=[O:6])=[O:5])[C:14]([NH:15][C:16]3[CH:21]=[CH:20][C:19]([Br:22])=[CH:18][C:17]=3[F:23])=[C:13]([CH3:24])[C:12](=[O:25])[N:11]2[CH2:26][CH2:27]1)[C:30]1[CH:35]=[CH:34][CH:33]=[CH:32][CH:31]=1. The catalyst class is: 17. (2) Reactant: C(OC(=O)[NH:7][C@H:8]1[CH2:13][CH2:12][C@@H:11]([CH2:14][NH2:15])[CH2:10][CH2:9]1)(C)(C)C.CCN(C(C)C)C(C)C.Cl[C:27]([O:29][CH2:30][C:31]1[CH:36]=[CH:35][CH:34]=[CH:33][CH:32]=1)=[O:28].Cl.[OH-].[Na+]. Product: [CH2:30]([O:29][C:27](=[O:28])[NH:15][CH2:14][C@H:11]1[CH2:10][CH2:9][C@@H:8]([NH2:7])[CH2:13][CH2:12]1)[C:31]1[CH:36]=[CH:35][CH:34]=[CH:33][CH:32]=1. The catalyst class is: 34. (3) Product: [CH3:32][C:33]1[CH:47]=[C:46]([CH3:48])[CH:45]=[CH:44][C:34]=1[O:35][C:36]1[CH:37]=[CH:38][C:39]([CH2:40][NH:41][C:4](=[O:6])[C:3]2[CH:7]=[CH:8][CH:9]=[N:10][C:2]=2[NH2:1])=[CH:42][CH:43]=1. The catalyst class is: 3. Reactant: [NH2:1][C:2]1[N:10]=[CH:9][CH:8]=[CH:7][C:3]=1[C:4]([OH:6])=O.ON1C2C=CC=CC=2N=N1.CCN=C=NCCCN(C)C.[CH3:32][C:33]1[CH:47]=[C:46]([CH3:48])[CH:45]=[CH:44][C:34]=1[O:35][C:36]1[CH:43]=[CH:42][C:39]([CH2:40][NH2:41])=[CH:38][CH:37]=1.C(=O)(O)[O-].[Na+]. (4) Reactant: [CH3:1][N:2]([C:14]1[CH:19]=[CH:18][C:17]([C:20]2[N:24]=[CH:23][N:22]([C:25]3[CH:30]=[CH:29][C:28]([O:31][C:32]([F:35])([F:34])[F:33])=[CH:27][CH:26]=3)[N:21]=2)=[CH:16][CH:15]=1)[C:3]([NH:5]C(=O)C1C=CC=CC=1)=[S:4].[OH-].[Na+].Cl. Product: [CH3:1][N:2]([C:14]1[CH:19]=[CH:18][C:17]([C:20]2[N:24]=[CH:23][N:22]([C:25]3[CH:30]=[CH:29][C:28]([O:31][C:32]([F:35])([F:33])[F:34])=[CH:27][CH:26]=3)[N:21]=2)=[CH:16][CH:15]=1)[C:3]([NH2:5])=[S:4]. The catalyst class is: 5. (5) Reactant: [CH2:1]([C@H:8]1[N:13]([C:14]([C:16]2[CH:20]=[C:19]([CH3:21])[N:18]([C:22]3[CH:27]=[CH:26][CH:25]=[CH:24][CH:23]=3)[C:17]=2[C:28]2[CH:33]=[CH:32][CH:31]=[C:30]([O:34]CC3C=CC=CC=3)[CH:29]=2)=[O:15])[CH2:12][CH2:11][N:10]([C:42]([O:44][C:45]([CH3:48])([CH3:47])[CH3:46])=[O:43])[CH2:9]1)[C:2]1[CH:7]=[CH:6][CH:5]=[CH:4][CH:3]=1. Product: [CH2:1]([C@H:8]1[N:13]([C:14]([C:16]2[CH:20]=[C:19]([CH3:21])[N:18]([C:22]3[CH:27]=[CH:26][CH:25]=[CH:24][CH:23]=3)[C:17]=2[C:28]2[CH:33]=[CH:32][CH:31]=[C:30]([OH:34])[CH:29]=2)=[O:15])[CH2:12][CH2:11][N:10]([C:42]([O:44][C:45]([CH3:48])([CH3:47])[CH3:46])=[O:43])[CH2:9]1)[C:2]1[CH:7]=[CH:6][CH:5]=[CH:4][CH:3]=1. The catalyst class is: 19. (6) Reactant: [NH2:1][C:2]1[CH:7]=[C:6]([C:8]#[N:9])[CH:5]=[CH:4][N:3]=1.Br[CH2:11][C:12](=O)[C:13]([O:15][CH2:16][CH3:17])=[O:14]. Product: [CH2:16]([O:15][C:13]([C:12]1[N:1]=[C:2]2[CH:7]=[C:6]([C:8]#[N:9])[CH:5]=[CH:4][N:3]2[CH:11]=1)=[O:14])[CH3:17]. The catalyst class is: 1. (7) Reactant: CC(C)([O-])C.[K+].C(O)(C)(C)C.[CH2:12]([O:14][C:15](=[O:21])[CH2:16][C:17](=[O:20])[CH2:18][CH3:19])[CH3:13].Br[CH2:23][C:24]1[CH:29]=[CH:28][C:27]([S:30]([CH3:33])(=[O:32])=[O:31])=[CH:26][CH:25]=1. Product: [CH2:12]([O:14][C:15](=[O:21])[CH:16]([CH2:23][C:24]1[CH:25]=[CH:26][C:27]([S:30]([CH3:33])(=[O:32])=[O:31])=[CH:28][CH:29]=1)[C:17](=[O:20])[CH2:18][CH3:19])[CH3:13]. The catalyst class is: 30. (8) Reactant: [C:1]([O-:4])(O)=O.[Na+].[S:6]1[CH:10]=[CH:9][CH:8]=[C:7]1[CH2:11][CH2:12]O.[N+:14]([C:17]1[CH:22]=[CH:21][CH:20]=[CH:19][C:18]=1S([O-])(=O)=O)([O-])=O. Product: [CH2:18]([CH:11]([C:7]1[S:6][CH:10]=[CH:9][CH:8]=1)[CH2:12][NH:14][C@H:17]1[CH2:22][CH2:21][C:20]2[C:1]([OH:4])=[CH:11][CH:7]=[CH:8][C:19]=2[CH2:18]1)[CH2:17][CH3:22]. The catalyst class is: 10.